This data is from Catalyst prediction with 721,799 reactions and 888 catalyst types from USPTO. The task is: Predict which catalyst facilitates the given reaction. (1) Reactant: [F:1][C:2]1[CH:7]=[CH:6][C:5]([C:8]2[C:16]3[C:11](=[CH:12][CH:13]=[CH:14][CH:15]=3)[N:10]([CH:17]([CH3:19])[CH3:18])[C:9]=2/[CH:20]=[CH:21]/C(O)=O)=[CH:4][CH:3]=1.[Cl-].[Mg+2].[Cl-].[K+].[C:29]([O:35][CH3:36])(=[O:34])[CH2:30][C:31]([O-])=[O:32]. Product: [CH3:36][O:35][C:29](=[O:34])[CH2:30][C:31](=[O:32])/[CH:21]=[CH:20]/[C:9]1[N:10]([CH:17]([CH3:18])[CH3:19])[C:11]2[C:16]([C:8]=1[C:5]1[CH:4]=[CH:3][C:2]([F:1])=[CH:7][CH:6]=1)=[CH:15][CH:14]=[CH:13][CH:12]=2. The catalyst class is: 1. (2) Reactant: [Cl:1][C:2]1[CH:7]=[CH:6][C:5]([S:8]([N:11]2[C:20]3[C:15](=[CH:16][CH:17]=[CH:18][CH:19]=3)[CH2:14][CH2:13][CH2:12]2)(=[O:10])=[O:9])=[CH:4][C:3]=1[N:21]1[C:30](=[O:31])[C:29]2[C:28]([C:32]([O:34]C)=[O:33])=[CH:27][CH:26]=[CH:25][C:24]=2[NH:23][C:22]1=[O:36].O.[OH-].[Li+].C1COCC1.Cl. Product: [Cl:1][C:2]1[CH:7]=[CH:6][C:5]([S:8]([N:11]2[C:20]3[C:15](=[CH:16][CH:17]=[CH:18][CH:19]=3)[CH2:14][CH2:13][CH2:12]2)(=[O:9])=[O:10])=[CH:4][C:3]=1[N:21]1[C:30](=[O:31])[C:29]2[C:28]([C:32]([OH:34])=[O:33])=[CH:27][CH:26]=[CH:25][C:24]=2[NH:23][C:22]1=[O:36]. The catalyst class is: 72.